Dataset: Forward reaction prediction with 1.9M reactions from USPTO patents (1976-2016). Task: Predict the product of the given reaction. (1) The product is: [Cl:1][C:2]1[N:7]=[C:6]([C:8]2[N:42]3[CH:43]=[CH:44][C:39]([F:38])=[CH:40][C:41]3=[N:45][C:9]=2[C:11]2[CH:27]=[CH:26][C:25]([O:33][CH3:32])=[C:13]([CH:12]=2)[C:14]([NH:16][C:17]2[C:18]([F:24])=[CH:19][CH:20]=[CH:21][C:22]=2[F:23])=[O:15])[CH:5]=[CH:4][N:3]=1. Given the reactants [Cl:1][C:2]1[N:7]=[C:6]([CH2:8][C:9]([C:11]2[CH:12]=[C:13]([CH:25]=[CH:26][C:27]=2OC)[C:14]([NH:16][C:17]2[C:22]([F:23])=[CH:21][CH:20]=[CH:19][C:18]=2[F:24])=[O:15])=O)[CH:5]=[CH:4][N:3]=1.C1C(=O)N(Br)[C:32](=[O:33])C1.[F:38][C:39]1[CH:44]=[CH:43][N:42]=[C:41]([NH2:45])[CH:40]=1, predict the reaction product. (2) Given the reactants [F:1][C:2]1[CH:3]=[N:4][CH:5]=[CH:6][C:7]=1[C:8]1[CH:9]=[C:10]2[N:22]=[C:21](S(C)(=O)=O)[NH:20][C:11]2=[N:12][C:13]=1[C:14]1[CH:15]=[N:16][CH:17]=[CH:18][CH:19]=1.[NH:27]1[CH2:32][CH2:31][O:30][CH2:29][CH2:28]1, predict the reaction product. The product is: [F:1][C:2]1[CH:3]=[N:4][CH:5]=[CH:6][C:7]=1[C:8]1[CH:9]=[C:10]2[N:22]=[C:21]([N:27]3[CH2:32][CH2:31][O:30][CH2:29][CH2:28]3)[NH:20][C:11]2=[N:12][C:13]=1[C:14]1[CH:15]=[N:16][CH:17]=[CH:18][CH:19]=1. (3) Given the reactants [CH3:1][O:2][C:3](=[O:17])[C:4]1[CH:9]=[CH:8][C:7](Br)=[CH:6][C:5]=1[C:11]1[CH:16]=[CH:15][CH:14]=[CH:13][CH:12]=1.CCN(CC[O:25][C:26]1C=CC(CC2C=CC=CC=2)=CC=1)CC.Cl.[C]=[O:41].O, predict the reaction product. The product is: [CH3:1][O:2][C:3](=[O:17])[C:4]1[CH:9]=[CH:8][C:7]([C:26]([OH:25])=[O:41])=[CH:6][C:5]=1[C:11]1[CH:16]=[CH:15][CH:14]=[CH:13][CH:12]=1. (4) Given the reactants [F:1][C:2]1[CH:7]=[CH:6][C:5]([C:8]2[O:9][C:10]3[CH:20]=[C:19]([N:21]([CH3:26])[S:22]([CH3:25])(=[O:24])=[O:23])[C:18]([C:27]4[CH:32]=[CH:31][CH:30]=[C:29]([C:33]#[C:34][Si](C)(C)C)[CH:28]=4)=[CH:17][C:11]=3[C:12]=2[C:13]([NH:15][CH3:16])=[O:14])=[CH:4][CH:3]=1.[F-].[K+], predict the reaction product. The product is: [C:33]([C:29]1[CH:28]=[C:27]([C:18]2[C:19]([N:21]([CH3:26])[S:22]([CH3:25])(=[O:23])=[O:24])=[CH:20][C:10]3[O:9][C:8]([C:5]4[CH:4]=[CH:3][C:2]([F:1])=[CH:7][CH:6]=4)=[C:12]([C:13]([NH:15][CH3:16])=[O:14])[C:11]=3[CH:17]=2)[CH:32]=[CH:31][CH:30]=1)#[CH:34]. (5) Given the reactants [F:1][C:2]1([F:31])[O:6][C:5]2[CH:7]=[CH:8][C:9]([N:11]([CH2:29][CH3:30])[C:12](=[O:28])[CH2:13][N:14]3[C:26](=[O:27])[C:25]4[C:24]5[CH:23]=[CH:22][CH:21]=[CH:20][C:19]=5[NH:18][C:17]=4[CH:16]=[N:15]3)=[CH:10][C:4]=2[O:3]1.[H-].[Na+].Br[CH2:35][C:36]1[CH:41]=[CH:40][CH:39]=[CH:38][N:37]=1.Br, predict the reaction product. The product is: [F:31][C:2]1([F:1])[O:6][C:5]2[CH:7]=[CH:8][C:9]([N:11]([CH2:29][CH3:30])[C:12](=[O:28])[CH2:13][N:14]3[C:26](=[O:27])[C:25]4[C:24]5[CH:23]=[CH:22][CH:21]=[CH:20][C:19]=5[N:18]([CH2:35][C:36]5[CH:41]=[CH:40][CH:39]=[CH:38][N:37]=5)[C:17]=4[CH:16]=[N:15]3)=[CH:10][C:4]=2[O:3]1. (6) Given the reactants Br[C:2]1[C:6]2[CH:7]=[CH:8][C:9]([C:11]#[N:12])=[CH:10][C:5]=2[S:4][CH:3]=1.C(C1C=C2C(=CC=1)C([N:25]1[CH2:30][CH2:29][NH:28][C@H:27]([CH3:31])[CH2:26]1)=CC=C2)#N, predict the reaction product. The product is: [C:11]([C:9]1[CH:8]=[CH:7][C:6]2[C:2]([N:25]3[CH2:30][CH2:29][NH:28][C@H:27]([CH3:31])[CH2:26]3)=[CH:3][S:4][C:5]=2[CH:10]=1)#[N:12].